Dataset: Forward reaction prediction with 1.9M reactions from USPTO patents (1976-2016). Task: Predict the product of the given reaction. (1) Given the reactants [N+:1]([C:4]1[CH:11]=[CH:10][C:7]([CH:8]=[O:9])=[CH:6][CH:5]=1)([O-:3])=[O:2].[N:12]([C:14]1[CH:19]=[CH:18][CH:17]=[CH:16][CH:15]=1)=[O:13], predict the reaction product. The product is: [OH:13][N:12]([C:14]1[CH:19]=[CH:18][CH:17]=[CH:16][CH:15]=1)[C:8](=[O:9])[C:7]1[CH:6]=[CH:5][C:4]([N+:1]([O-:3])=[O:2])=[CH:11][CH:10]=1. (2) Given the reactants [CH3:1][O:2][C:3]1[CH:8]=[CH:7][C:6]([NH:9][C:10]2[N:11]([CH2:24][CH2:25][CH2:26][N:27]3[CH2:32][CH2:31][CH2:30][CH2:29][CH2:28]3)[C:12]3[CH:17]=[C:16]([C:18]([O:20]CC)=[O:19])[N:15]=[CH:14][C:13]=3[N:23]=2)=[CH:5][CH:4]=1, predict the reaction product. The product is: [CH3:1][O:2][C:3]1[CH:4]=[CH:5][C:6]([NH:9][C:10]2[N:11]([CH2:24][CH2:25][CH2:26][N:27]3[CH2:32][CH2:31][CH2:30][CH2:29][CH2:28]3)[C:12]3[CH:17]=[C:16]([C:18]([OH:20])=[O:19])[N:15]=[CH:14][C:13]=3[N:23]=2)=[CH:7][CH:8]=1. (3) Given the reactants N(C(OCC)=O)=NC(OCC)=O.[C:13]([SiH2:17][O:18][C:19]([CH3:30])([CH3:29])[C:20]1[N:25]=[C:24]([C@H:26](O)[CH3:27])[CH:23]=[CH:22][CH:21]=1)([CH3:16])([CH3:15])[CH3:14].C1(P(C2C=CC=CC=2)C2C=CC=CC=2)C=CC=CC=1.C1(P([N:64]=[N+:65]=[N-:66])(C2C=CC=CC=2)=O)C=CC=CC=1, predict the reaction product. The product is: [N:64]([C@H:26]([C:24]1[CH:23]=[CH:22][CH:21]=[C:20]([C:19]([CH3:30])([CH3:29])[O:18][SiH2:17][C:13]([CH3:16])([CH3:15])[CH3:14])[N:25]=1)[CH3:27])=[N+:65]=[N-:66]. (4) Given the reactants [F:1][C:2]([F:7])([F:6])[C:3]([OH:5])=[O:4].[Cl:8][C:9]1[CH:10]=[N:11][C:12]2[NH:13][C:14]3[CH:15]=[CH:16][CH:17]=[C:18]([CH:32]=3)[CH2:19][CH2:20][C:21]3[CH:29]=[C:25]([NH:26][C:27]=1[N:28]=2)[CH:24]=[CH:23][C:22]=3[CH2:30]O.[NH2:33][C@H:34]1[CH2:38][CH2:37][N:36]([C:39]([O:41][C:42]([CH3:45])([CH3:44])[CH3:43])=[O:40])[CH2:35]1, predict the reaction product. The product is: [F:1][C:2]([F:7])([F:6])[C:3]([OH:5])=[O:4].[F:1][C:2]([F:7])([F:6])[C:3]([OH:5])=[O:4].[Cl:8][C:9]1[CH:10]=[N:11][C:12]2[NH:13][C:14]3[CH:15]=[CH:16][CH:17]=[C:18]([CH:32]=3)[CH2:19][CH2:20][C:21]3[CH:29]=[C:25]([NH:26][C:27]=1[N:28]=2)[CH:24]=[CH:23][C:22]=3[CH2:30][NH:33][C@H:34]1[CH2:38][CH2:37][N:36]([C:39]([O:41][C:42]([CH3:45])([CH3:44])[CH3:43])=[O:40])[CH2:35]1. (5) Given the reactants [Cl:1][C:2]1[CH:7]=[CH:6][C:5]([N:8]2[C:13](=[O:14])[C:12]3[CH:15]=[N:16][N:17]([C:18]4[CH:19]=[C:20]([CH:23]=[CH:24][CH:25]=4)[C:21]#[N:22])[C:11]=3[N:10]=[C:9]2[C:26]2[CH:31]=[CH:30][C:29](B3OC(C)(C)C(C)(C)O3)=[CH:28][CH:27]=2)=[CH:4][CH:3]=1.[NH2:41][C:42]1[CH:47]=[CH:46][C:45](Br)=[CH:44][N:43]=1.C(=O)([O-])[O-].[Cs+].[Cs+], predict the reaction product. The product is: [NH2:41][C:42]1[N:43]=[CH:44][C:45]([C:29]2[CH:30]=[CH:31][C:26]([C:9]3[N:8]([C:5]4[CH:4]=[CH:3][C:2]([Cl:1])=[CH:7][CH:6]=4)[C:13](=[O:14])[C:12]4[CH:15]=[N:16][N:17]([C:18]5[CH:19]=[C:20]([CH:23]=[CH:24][CH:25]=5)[C:21]#[N:22])[C:11]=4[N:10]=3)=[CH:27][CH:28]=2)=[CH:46][CH:47]=1. (6) Given the reactants [CH3:1][O:2][C:3]([C@@H:5]([N:13]1[CH2:18][C:17]2[CH:19]=[CH:20][S:21][C:16]=2[CH2:15][CH2:14]1)[C:6]1[C:11]([Cl:12])=[CH:10][CH:9]=[CH:8][CH:7]=1)=[O:4].[CH:22]([S:30]([O-:33])(=[O:32])=[O:31])=[CH:23][C:24]1[CH:29]=[CH:28][CH:27]=[CH:26][CH:25]=1, predict the reaction product. The product is: [Cl:12][C:11]1[CH:10]=[CH:9][CH:8]=[CH:7][C:6]=1[C@H:5]([N:13]1[CH2:14][CH2:15][C:16]2[S:21][CH:20]=[CH:19][C:17]=2[CH2:18]1)[C:3]([O:2][CH3:1])=[O:4].[CH:22]([S:30]([O-:33])(=[O:31])=[O:32])=[CH:23][C:24]1[CH:29]=[CH:28][CH:27]=[CH:26][CH:25]=1. (7) Given the reactants [NH2:1][CH2:2][C@@H:3]([OH:32])[C@@H:4]([NH:12][C:13](=[O:31])[C:14]1[CH:30]=[CH:29][CH:28]=[C:16]([C:17]([N:19]([CH3:27])[CH2:20][C:21]2[S:22][CH:23]=[C:24]([CH3:26])[N:25]=2)=[O:18])[CH:15]=1)[CH2:5][C:6]1[CH:11]=[CH:10][CH:9]=[CH:8][CH:7]=1.[N:33]1([C:39]([O:41][C:42]2[CH:47]=[C:46]([CH:48]([CH3:50])[CH3:49])[CH:45]=[C:44]([CH:51]=O)[CH:43]=2)=[O:40])[CH2:38][CH2:37][O:36][CH2:35][CH2:34]1.[BH3-]C#N.[Na+].C([O-])(O)=O.[Na+], predict the reaction product. The product is: [N:33]1([C:39]([O:41][C:42]2[CH:47]=[C:46]([CH:48]([CH3:49])[CH3:50])[CH:45]=[C:44]([CH2:51][NH:1][CH2:2][C@@H:3]([OH:32])[C@@H:4]([NH:12][C:13](=[O:31])[C:14]3[CH:30]=[CH:29][CH:28]=[C:16]([C:17](=[O:18])[N:19]([CH3:27])[CH2:20][C:21]4[S:22][CH:23]=[C:24]([CH3:26])[N:25]=4)[CH:15]=3)[CH2:5][C:6]3[CH:11]=[CH:10][CH:9]=[CH:8][CH:7]=3)[CH:43]=2)=[O:40])[CH2:34][CH2:35][O:36][CH2:37][CH2:38]1. (8) Given the reactants [OH-].[Na+].O.Cl.[O:5]1[C:9]2([CH2:14][CH2:13][NH:12][CH2:11][CH2:10]2)[O:8][CH2:7][CH2:6]1.[Cl-].[Na+], predict the reaction product. The product is: [O:5]1[C:9]2([CH2:14][CH2:13][NH:12][CH2:11][CH2:10]2)[O:8][CH2:7][CH2:6]1.